Dataset: Full USPTO retrosynthesis dataset with 1.9M reactions from patents (1976-2016). Task: Predict the reactants needed to synthesize the given product. (1) The reactants are: [OH-].[Na+].[Cl:3][C:4]1[C:5]([F:34])=[C:6]([NH:10][CH:11]([C:13]2[CH:14]=[C:15]([C:30]([O:32]C)=[O:31])[CH:16]=[C:17]3[C:22]=2[O:21][C:20]([N:23]2[CH2:28][CH2:27][O:26][CH2:25][CH2:24]2)=[CH:19][C:18]3=[O:29])[CH3:12])[CH:7]=[CH:8][CH:9]=1.C1COCC1.Cl. Given the product [Cl:3][C:4]1[C:5]([F:34])=[C:6]([NH:10][CH:11]([C:13]2[CH:14]=[C:15]([C:30]([OH:32])=[O:31])[CH:16]=[C:17]3[C:22]=2[O:21][C:20]([N:23]2[CH2:24][CH2:25][O:26][CH2:27][CH2:28]2)=[CH:19][C:18]3=[O:29])[CH3:12])[CH:7]=[CH:8][CH:9]=1, predict the reactants needed to synthesize it. (2) Given the product [CH2:5]1[N:4]([CH2:3][CH2:20][OH:22])[CH2:8][CH2:7][N:10]([CH2:11][CH2:13][S:66]([OH:69])(=[O:67])=[O:65])[CH2:70]1.[C:50](=[O:55])([OH:9])[O-:49].[Na+:24], predict the reactants needed to synthesize it. The reactants are: CC1(C)S[C@@H:5]2[C@H:7]([NH:10][C:11]([CH2:13]C3C=CC=CC=3)=O)[C:8](=[O:9])[N:4]2[C@H:3]1[C:20]([O-:22])=O.[Na+:24].C[C@@H]1O[C@@H](O[C@H]2[C@H](O)[C@@H](O)[C@H](N=C(N)N)[C@@H](O)[C@@H]2N=C(N)N)[C@H]([O:49][C@@H:50]2[O:55][C@@H](CO)[C@H](O)[C@@H](O)[C@@H]2NC)[C@@]1(O)C=O.[OH:65][S:66]([OH:69])(=O)=[O:67].[CH3:70][C@@H](NC)[C@H]1O[C@H](O[C@H]2[C@H](O)[C@@H](O[C@H]3OC[C@@](O)(C)[C@H](NC)[C@H]3O)[C@H](N)C[C@@H]2N)[C@H](N)CC1.N[C@H](C(O)=O)CCC(=O)N. (3) Given the product [Br:20][C:11]1[S:10][C:9]([CH2:12][CH2:13][N:14]2[CH2:19][CH2:18][O:17][CH2:16][CH2:15]2)=[N:8][C:7]=1[C:4]1[CH:5]=[CH:6][N:1]=[CH:2][CH:3]=1, predict the reactants needed to synthesize it. The reactants are: [N:1]1[CH:6]=[CH:5][C:4]([C:7]2[N:8]=[C:9]([CH2:12][CH2:13][N:14]3[CH2:19][CH2:18][O:17][CH2:16][CH2:15]3)[S:10][CH:11]=2)=[CH:3][CH:2]=1.[Br:20]Br. (4) Given the product [NH:1]1[C:5]2[CH:6]=[CH:7][C:8]([N:10]3[CH:21]([C:20]4[CH:23]=[CH:24][C:17]([N:11]5[CH2:16][CH2:15][CH2:14][CH2:13][CH2:12]5)=[CH:18][CH:19]=4)[CH2:32][NH:31][C:36]3=[O:37])=[CH:9][C:4]=2[N:3]=[CH:2]1, predict the reactants needed to synthesize it. The reactants are: [NH:1]1[C:5]2[CH:6]=[CH:7][C:8]([NH2:10])=[CH:9][C:4]=2[N:3]=[CH:2]1.[N:11]1([C:17]2[CH:24]=[CH:23][C:20]([CH:21]=O)=[CH:19][CH:18]=2)[CH2:16][CH2:15][CH2:14][CH2:13][CH2:12]1.[Si](C#N)(C)(C)C.[N:31]1([C:36](N2C=CN=C2)=[O:37])C=CN=[CH:32]1. (5) Given the product [CH:21]([C:18]1[CH:19]=[CH:20][C:15]([CH:12]2[C:11]3[C:24]([CH3:25])=[C:7]([NH:6][C:4](=[O:5])[CH2:3][C:2]([CH3:31])([CH3:30])[CH3:1])[C:8]([CH3:29])=[C:9]([C:33]4[CH:37]=[CH:36][S:35][CH:34]=4)[C:10]=3[O:14][CH2:13]2)=[CH:16][CH:17]=1)([CH3:23])[CH3:22], predict the reactants needed to synthesize it. The reactants are: [CH3:1][C:2]([CH3:31])([CH3:30])[CH2:3][C:4]([NH:6][C:7]1[C:8]([CH3:29])=[C:9](B(O)O)[C:10]2[O:14][CH2:13][CH:12]([C:15]3[CH:20]=[CH:19][C:18]([CH:21]([CH3:23])[CH3:22])=[CH:17][CH:16]=3)[C:11]=2[C:24]=1[CH3:25])=[O:5].Br[C:33]1[CH:37]=[CH:36][S:35][CH:34]=1. (6) Given the product [Cl:36][C:37]1[CH:42]=[CH:41][C:40]([C:43]2([OH:49])[CH2:44][CH2:45][N:46]([C:20]([CH2:19][CH:18]=[C:10]3[C:11]4[C:12](=[N:13][CH:14]=[CH:15][CH:16]=4)[O:17][C:7]4[CH:6]=[CH:5][CH:4]=[C:3]([O:2][CH3:1])[C:8]=4[CH2:9]3)=[CH2:22])[CH2:47][CH2:48]2)=[CH:39][CH:38]=1, predict the reactants needed to synthesize it. The reactants are: [CH3:1][O:2][C:3]1[C:8]2[CH2:9][C:10](=[C:18]=[CH:19][CH:20]=O)[C:11]3[C:12]([O:17][C:7]=2[CH:6]=[CH:5][CH:4]=1)=[N:13][CH:14]=[CH:15][CH:16]=3.[C:22](O[BH-](OC(=O)C)OC(=O)C)(=O)C.[Na+].[Cl:36][C:37]1[CH:42]=[CH:41][C:40]([C:43]2([OH:49])[CH2:48][CH2:47][NH:46][CH2:45][CH2:44]2)=[CH:39][CH:38]=1.C(O)(=O)C. (7) Given the product [CH3:1][C:2]1[N:6]([C:7]2[CH:12]=[CH:11][CH:10]=[CH:9][CH:8]=2)[N:5]=[CH:4][C:3]=1[CH2:13][NH2:14], predict the reactants needed to synthesize it. The reactants are: [CH3:1][C:2]1[N:6]([C:7]2[CH:12]=[CH:11][CH:10]=[CH:9][CH:8]=2)[N:5]=[CH:4][C:3]=1[CH:13]=[N:14]O.[H-].[Al+3].[Li+].[H-].[H-].[H-].